This data is from CYP1A2 inhibition data for predicting drug metabolism from PubChem BioAssay. The task is: Regression/Classification. Given a drug SMILES string, predict its absorption, distribution, metabolism, or excretion properties. Task type varies by dataset: regression for continuous measurements (e.g., permeability, clearance, half-life) or binary classification for categorical outcomes (e.g., BBB penetration, CYP inhibition). Dataset: cyp1a2_veith. (1) The compound is CN(C)c1ncc2nc(-c3ccccc3)c(=O)n(C)c2n1. The result is 1 (inhibitor). (2) The molecule is Nc1nnc(C(c2ccccc2)c2ccccc2)s1. The result is 0 (non-inhibitor). (3) The result is 0 (non-inhibitor). The molecule is COc1cc(-c2nnc(-c3ccc(N4CCOCC4)cc3)o2)cc(OC)c1OC. (4) The compound is O=C(O)CC12C[C@H]3C[C@@H](CC(O)(C3)C1)C2. The result is 0 (non-inhibitor). (5) The drug is Cc1ccnc2nc(C(=O)OCC(=O)Nc3ccc4c(c3)OC(F)(F)O4)nn12. The result is 1 (inhibitor).